From a dataset of Catalyst prediction with 721,799 reactions and 888 catalyst types from USPTO. Predict which catalyst facilitates the given reaction. (1) Product: [OH:31][N:30]=[C:27]([C:21]1[CH:26]=[CH:25][CH:24]=[CH:23][CH:22]=1)[CH:28]([CH3:29])[C:33](=[O:35])[C:32]([O:39][CH2:40][CH3:41])=[O:38]. Reactant: C(NC(C)C)(C)C.C([Li])CCC.[Li+].CC([N-]C(C)C)C.[C:21]1([C:27](=[N:30][OH:31])[CH2:28][CH3:29])[CH:26]=[CH:25][CH:24]=[CH:23][CH:22]=1.[C:32]([O:39][CH2:40][CH3:41])(=[O:38])[C:33]([O:35]CC)=O. The catalyst class is: 1. (2) Reactant: [CH3:1][S:2]([OH:5])(=[O:4])=[O:3].[F:6][C:7]1[CH:27]=[CH:26][CH:25]=[CH:24][C:8]=1[CH2:9][O:10][C:11]1[CH:23]=[CH:22][C:14]([CH2:15][NH:16][C@@H:17]([CH3:21])[C:18]([NH2:20])=[O:19])=[CH:13][CH:12]=1.O.CC(O)C. Product: [CH3:1][S:2]([OH:5])(=[O:4])=[O:3].[F:6][C:7]1[CH:27]=[CH:26][CH:25]=[CH:24][C:8]=1[CH2:9][O:10][C:11]1[CH:12]=[CH:13][C:14]([CH2:15][NH:16][CH:17]([CH3:21])[C:18]([NH2:20])=[O:19])=[CH:22][CH:23]=1. The catalyst class is: 21. (3) Product: [CH3:15][O:16][C:17]1[CH:58]=[C:57]([O:59][CH3:60])[CH:56]=[CH:55][C:18]=1[CH2:19][N:20]([CH2:21][C:22]1[CH:27]=[CH:26][N:25]=[C:24]2[N:28]([S:45]([C:48]3[CH:49]=[CH:50][C:51]([CH3:54])=[CH:52][CH:53]=3)(=[O:47])=[O:46])[C:29]([C:31]3[C:39]4[C:34](=[CH:35][C:36]([O:42][CH3:43])=[C:37]([O:40][CH3:41])[CH:38]=4)[N:33]([CH3:44])[CH:32]=3)=[CH:30][C:23]=12)[C:11]([NH:10][C:7]1[CH:6]=[CH:5][C:4]([O:3][C:2]([F:13])([F:14])[F:1])=[CH:9][CH:8]=1)=[O:12]. The catalyst class is: 4. Reactant: [F:1][C:2]([F:14])([F:13])[O:3][C:4]1[CH:9]=[CH:8][C:7]([N:10]=[C:11]=[O:12])=[CH:6][CH:5]=1.[CH3:15][O:16][C:17]1[CH:58]=[C:57]([O:59][CH3:60])[CH:56]=[CH:55][C:18]=1[CH2:19][NH:20][CH2:21][C:22]1[CH:27]=[CH:26][N:25]=[C:24]2[N:28]([S:45]([C:48]3[CH:53]=[CH:52][C:51]([CH3:54])=[CH:50][CH:49]=3)(=[O:47])=[O:46])[C:29]([C:31]3[C:39]4[C:34](=[CH:35][C:36]([O:42][CH3:43])=[C:37]([O:40][CH3:41])[CH:38]=4)[N:33]([CH3:44])[CH:32]=3)=[CH:30][C:23]=12.O. (4) Reactant: [NH2:1][CH2:2][CH2:3][CH2:4][CH2:5][CH2:6][CH2:7][CH2:8][CH2:9][CH2:10][CH2:11][CH2:12][C:13]([OH:15])=[O:14].[CH3:16][C:17]([O:20][C:21](O[C:21]([O:20][C:17]([CH3:19])([CH3:18])[CH3:16])=[O:22])=[O:22])([CH3:19])[CH3:18].C(N(CC)CC)C. Product: [C:21]([NH:1][CH2:2][CH2:3][CH2:4][CH2:5][CH2:6][CH2:7][CH2:8][CH2:9][CH2:10][CH2:11][CH2:12][C:13]([OH:15])=[O:14])([O:20][C:17]([CH3:19])([CH3:18])[CH3:16])=[O:22]. The catalyst class is: 5. (5) Reactant: Br[C:2]1[C:7]([OH:8])=[CH:6][CH:5]=[CH:4][N:3]=1.[S:9]1[CH:13]=[CH:12][C:11](B(O)O)=[CH:10]1.C(=O)([O-])[O-].[Na+].[Na+]. Product: [S:9]1[CH:13]=[CH:12][C:11]([C:2]2[C:7]([OH:8])=[CH:6][CH:5]=[CH:4][N:3]=2)=[CH:10]1. The catalyst class is: 762. (6) Reactant: [CH3:1][O:2][C:3](=[O:48])[CH2:4][C@H:5]([OH:47])[CH2:6][C@H:7]([OH:46])/[CH:8]=[CH:9]/[C:10]1[N:11]([CH:43]([CH3:45])[CH3:44])[C:12]([C:29](=[O:42])[NH:30][C:31]2[CH:36]=[CH:35][CH:34]=[C:33]([C:37](=[O:41])[N:38]([CH3:40])[CH3:39])[CH:32]=2)=[C:13]([C:22]2[CH:27]=[CH:26][C:25]([F:28])=[CH:24][CH:23]=2)[C:14]=1[C:15]1[CH:20]=[CH:19][C:18]([F:21])=[CH:17][CH:16]=1.C(O)C. Product: [CH3:1][O:2][C:3](=[O:48])[CH2:4][C@H:5]([OH:47])[CH2:6][C@H:7]([OH:46])[CH2:8][CH2:9][C:10]1[N:11]([CH:43]([CH3:45])[CH3:44])[C:12]([C:29](=[O:42])[NH:30][C:31]2[CH:36]=[CH:35][CH:34]=[C:33]([C:37](=[O:41])[N:38]([CH3:39])[CH3:40])[CH:32]=2)=[C:13]([C:22]2[CH:27]=[CH:26][C:25]([F:28])=[CH:24][CH:23]=2)[C:14]=1[C:15]1[CH:16]=[CH:17][C:18]([F:21])=[CH:19][CH:20]=1. The catalyst class is: 7. (7) Reactant: C([Si](C)(C)[O:6][CH:7]1[CH2:10][N:9]([C:11]2[CH:16]=[CH:15][C:14]([C@@H:17]([NH:19][C:20](=[O:22])[CH3:21])[CH3:18])=[CH:13][CH:12]=2)[CH2:8]1)(C)(C)C.[F-].C([N+](CCCC)(CCCC)CCCC)CCC. Product: [OH:6][CH:7]1[CH2:8][N:9]([C:11]2[CH:12]=[CH:13][C:14]([C@@H:17]([NH:19][C:20](=[O:22])[CH3:21])[CH3:18])=[CH:15][CH:16]=2)[CH2:10]1. The catalyst class is: 1.